The task is: Predict the reactants needed to synthesize the given product.. This data is from Full USPTO retrosynthesis dataset with 1.9M reactions from patents (1976-2016). (1) The reactants are: [F:1][C:2]1[CH:7]=[CH:6][CH:5]=[C:4]([F:8])[C:3]=1[C:9]([F:14])([F:13])[C:10](O)=[O:11].C(Cl)(=O)C([Cl:18])=O. Given the product [F:1][C:2]1[CH:7]=[CH:6][CH:5]=[C:4]([F:8])[C:3]=1[C:9]([F:14])([F:13])[C:10]([Cl:18])=[O:11], predict the reactants needed to synthesize it. (2) Given the product [C:14]([O:13][C@H:10]1[CH2:11][CH2:12][NH:8][CH2:9]1)(=[O:21])[C:15]1[CH:16]=[CH:17][CH:18]=[CH:19][CH:20]=1, predict the reactants needed to synthesize it. The reactants are: C([N:8]1[CH2:12][CH2:11][CH:10]([O:13][C:14](=[O:21])[C:15]2[CH:20]=[CH:19][CH:18]=[CH:17][CH:16]=2)[CH2:9]1)C1C=CC=CC=1.ClC(OC(Cl)C)=O. (3) Given the product [CH2:40]([C:42]1[CH:51]=[C:50]2[C:45]([CH:46]=[C:47]([C:54]3[CH:55]=[C:56]([NH:61][C:62]4[N:63]=[C:1]([CH:2]([CH3:4])[CH3:3])[O:6][N:65]=4)[CH:57]=[CH:58][C:59]=3[CH3:60])[C:48](=[O:53])[N:49]2[CH3:52])=[CH:44][N:43]=1)[CH3:41], predict the reactants needed to synthesize it. The reactants are: [C:1]([OH:6])(=O)[CH:2]([CH3:4])[CH3:3].CCN(C(C)C)C(C)C.CN(C(ON1N=NC2C=CC=NC1=2)=[N+](C)C)C.F[P-](F)(F)(F)(F)F.[CH2:40]([C:42]1[CH:51]=[C:50]2[C:45]([CH:46]=[C:47]([C:54]3[CH:55]=[C:56]([NH:61]/[C:62](/[NH2:65])=[N:63]/O)[CH:57]=[CH:58][C:59]=3[CH3:60])[C:48](=[O:53])[N:49]2[CH3:52])=[CH:44][N:43]=1)[CH3:41].